The task is: Predict which catalyst facilitates the given reaction.. This data is from Catalyst prediction with 721,799 reactions and 888 catalyst types from USPTO. (1) Reactant: [Br:1][C:2]1[CH:7]=[CH:6][C:5]([N+:8]([O-:10])=[O:9])=[C:4](F)[CH:3]=1.[CH3:12][C:13]([CH3:16])([O-:15])[CH3:14].[K+].O. Product: [Br:1][C:2]1[CH:7]=[CH:6][C:5]([N+:8]([O-:10])=[O:9])=[C:4]([O:15][C:13]([CH3:16])([CH3:14])[CH3:12])[CH:3]=1. The catalyst class is: 7. (2) Reactant: CC[O-].[Na+].Cl.[CH:6]([NH2:8])=[NH:7].[CH2:9]([O:11][C:12](=[O:26])[C:13]([C:18](=O)[C:19]1[CH:24]=[CH:23][CH:22]=[CH:21][CH:20]=1)=[CH:14]N(C)C)[CH3:10]. Product: [CH2:9]([O:11][C:12]([C:13]1[C:18]([C:19]2[CH:20]=[CH:21][CH:22]=[CH:23][CH:24]=2)=[N:7][CH:6]=[N:8][CH:14]=1)=[O:26])[CH3:10]. The catalyst class is: 8. (3) Reactant: [F:1][C:2]1[CH:3]=[C:4]([NH:8][C:9]2[N:14]=[C:13]([NH:15][CH2:16][CH2:17][CH3:18])[C:12]([C:19]([NH:21][C:22]3[CH:27]=[CH:26][C:25]([N+:28]([O-:30])=[O:29])=[CH:24][C:23]=3[OH:31])=O)=[CH:11][N:10]=2)[CH:5]=[CH:6][CH:7]=1.O.C1(C)C=CC(S(O)(=O)=O)=CC=1. Product: [F:1][C:2]1[CH:3]=[C:4]([NH:8][C:9]2[N:14]=[C:13]([NH:15][CH2:16][CH2:17][CH3:18])[C:12]([C:19]3[O:31][C:23]4[CH:24]=[C:25]([N+:28]([O-:30])=[O:29])[CH:26]=[CH:27][C:22]=4[N:21]=3)=[CH:11][N:10]=2)[CH:5]=[CH:6][CH:7]=1. The catalyst class is: 113. (4) Reactant: [F:1][C:2]1[CH:7]=[CH:6][CH:5]=[CH:4][C:3]=1[C@H:8]([O:10][C:11](=[O:26])[NH:12][C:13]1[C:14]([CH3:25])=[N:15][O:16][C:17]=1[C:18]1[CH:23]=[CH:22][C:21]([OH:24])=[CH:20][CH:19]=1)[CH3:9].[CH2:27]([O:29][C:30]([CH2:32][C:33]1[CH:38]=[CH:37][C:36](B(O)O)=[CH:35][CH:34]=1)=[O:31])[CH3:28].N1C=CC=CC=1. Product: [CH2:27]([O:29][C:30](=[O:31])[CH2:32][C:33]1[CH:38]=[CH:37][C:36]([O:24][C:21]2[CH:20]=[CH:19][C:18]([C:17]3[O:16][N:15]=[C:14]([CH3:25])[C:13]=3[NH:12][C:11]([O:10][C@@H:8]([C:3]3[CH:4]=[CH:5][CH:6]=[CH:7][C:2]=3[F:1])[CH3:9])=[O:26])=[CH:23][CH:22]=2)=[CH:35][CH:34]=1)[CH3:28]. The catalyst class is: 302. (5) Reactant: [Si:1]([O:8][C@H:9]1[CH2:13][N:12]([C:14]([O:16][C:17]([CH3:20])([CH3:19])[CH3:18])=[O:15])[C:11](=[O:21])[CH2:10]1)([C:4]([CH3:7])([CH3:6])[CH3:5])([CH3:3])[CH3:2].[F:22][C:23]1[CH:24]=[C:25]([Mg]Br)[CH:26]=[CH:27][CH:28]=1.[BH4-].[Na+].[NH4+].[Cl-]. Product: [Si:1]([O:8][C@H:9]([CH2:10][CH:11]([C:27]1[CH:26]=[CH:25][CH:24]=[C:23]([F:22])[CH:28]=1)[OH:21])[CH2:13][NH:12][C:14](=[O:15])[O:16][C:17]([CH3:20])([CH3:19])[CH3:18])([C:4]([CH3:7])([CH3:6])[CH3:5])([CH3:3])[CH3:2]. The catalyst class is: 36. (6) Reactant: [C:1]([N:4]([CH2:11][C:12]1[CH:17]=[CH:16][C:15]([C@@H:18]2[CH2:23][CH2:22][CH2:21][CH2:20][C@H:19]2[C:24]([OH:26])=O)=[CH:14][CH:13]=1)[C:5]1[CH:10]=[CH:9][CH:8]=[CH:7][N:6]=1)(=[O:3])[CH3:2].[NH2:27][C@@H:28]([C:32]1[CH:37]=[CH:36][CH:35]=[CH:34][CH:33]=1)[C:29]([NH2:31])=[O:30].C(N(CC)CC)C.CCN=C=NCCCN(C)C.Cl. Product: [NH3:4].[C:1]([N:4]([CH2:11][C:12]1[CH:17]=[CH:16][C:15]([C@@H:18]2[CH2:23][CH2:22][CH2:21][CH2:20][C@H:19]2[C:24]([NH:27][C@@H:28]([C:32]2[CH:37]=[CH:36][CH:35]=[CH:34][CH:33]=2)[C:29]([NH2:31])=[O:30])=[O:26])=[CH:14][CH:13]=1)[C:5]1[CH:10]=[CH:9][CH:8]=[CH:7][N:6]=1)(=[O:3])[CH3:2]. The catalyst class is: 18. (7) Reactant: [F:1][C:2]1[C:3]([NH:28][CH:29]([C:34]([CH3:37])([CH3:36])[CH3:35])[CH2:30][C:31](O)=[O:32])=[N:4][C:5]([C:8]2[C:16]3[C:11](=[N:12][CH:13]=[C:14]([F:17])[CH:15]=3)[N:10](S(C3C=CC(C)=CC=3)(=O)=O)[CH:9]=2)=[N:6][CH:7]=1.C[N:39](C(ON1N=NC2C=CC=CC1=2)=[N+](C)C)C.F[P-](F)(F)(F)(F)F. Product: [F:1][C:2]1[C:3]([NH:28][CH:29]([C:34]([CH3:35])([CH3:37])[CH3:36])[CH2:30][C:31]([NH2:39])=[O:32])=[N:4][C:5]([C:8]2[C:16]3[C:11](=[N:12][CH:13]=[C:14]([F:17])[CH:15]=3)[NH:10][CH:9]=2)=[N:6][CH:7]=1. The catalyst class is: 1. (8) Reactant: O[CH2:2][C:3]1[CH:4]=[CH:5][C:6]([NH:26][C:27](=[O:29])[CH3:28])=[C:7]([C:9]2[C:14]([CH3:15])=[CH:13][C:12]([O:16][CH2:17][C:18]3([OH:24])[CH2:23][CH2:22][S:21][CH2:20][CH2:19]3)=[CH:11][C:10]=2[CH3:25])[CH:8]=1.[F:30][C:31]1[CH:36]=[C:35]([NH:37][S:38]([C:41]2[CH:46]=[CH:45][CH:44]=[CH:43][C:42]=2[N+:47]([O-:49])=[O:48])(=[O:40])=[O:39])[CH:34]=[CH:33][C:32]=1[CH2:50][CH2:51][C:52]([O:54][CH2:55][CH3:56])=[O:53].C1(P(C2C=CC=CC=2)C2C=CC=CC=2)C=CC=CC=1.N(C(OCC)=O)=NC(OCC)=O. Product: [C:27]([NH:26][C:6]1[C:7]([C:9]2[C:10]([CH3:25])=[CH:11][C:12]([O:16][CH2:17][C:18]3([OH:24])[CH2:23][CH2:22][S:21][CH2:20][CH2:19]3)=[CH:13][C:14]=2[CH3:15])=[CH:8][C:3]([CH2:2][N:37]([S:38]([C:41]2[CH:46]=[CH:45][CH:44]=[CH:43][C:42]=2[N+:47]([O-:49])=[O:48])(=[O:39])=[O:40])[C:35]2[CH:34]=[CH:33][C:32]([CH2:50][CH2:51][C:52]([O:54][CH2:55][CH3:56])=[O:53])=[C:31]([F:30])[CH:36]=2)=[CH:4][CH:5]=1)(=[O:29])[CH3:28]. The catalyst class is: 7. (9) Reactant: [NH:1]1[C:5]2[CH:6]=[CH:7][C:8]([C:10]([OH:12])=O)=[CH:9][C:4]=2[N:3]=[N:2]1.CC[N:15]=C=NCCCN(C)C.Cl.Cl.C1C=CC2N(O)N=NC=2C=1.N. Product: [NH:1]1[C:5]2[CH:6]=[CH:7][C:8]([C:10]([NH2:15])=[O:12])=[CH:9][C:4]=2[N:3]=[N:2]1. The catalyst class is: 3.